From a dataset of Reaction yield outcomes from USPTO patents with 853,638 reactions. Predict the reaction yield, written as a fraction of the theoretical maximum amount of product (1.0 means a 100% yield; for example, 0.34 means a 34% yield). (1) The catalyst is C(Cl)Cl. The yield is 0.610. The product is [C:27]([C:29]1[CH:30]=[C:31]([S:35]([NH:26][CH2:25][C:19]2([C:16]3[S:17][CH:18]=[C:14]([C:8]4[CH:9]=[CH:10][CH:11]=[CH:12][CH:13]=4)[N:15]=3)[CH2:20][CH2:21][O:22][CH2:23][CH2:24]2)(=[O:37])=[O:36])[CH:32]=[CH:33][CH:34]=1)#[N:28]. The reactants are CCN(CC)CC.[C:8]1([C:14]2[N:15]=[C:16]([C:19]3([CH2:25][NH2:26])[CH2:24][CH2:23][O:22][CH2:21][CH2:20]3)[S:17][CH:18]=2)[CH:13]=[CH:12][CH:11]=[CH:10][CH:9]=1.[C:27]([C:29]1[CH:30]=[C:31]([S:35](Cl)(=[O:37])=[O:36])[CH:32]=[CH:33][CH:34]=1)#[N:28]. (2) The reactants are O.C(=O)([O-])[O-].[Na+].[Na+].Br[C:9]1[N:14]=[C:13]([CH:15]=[O:16])[CH:12]=[CH:11][CH:10]=1.[C:17]1([N:23]([CH2:31][C:32]2[CH:37]=[CH:36][CH:35]=[CH:34][C:33]=2B2OC(C)(C)C(C)(C)O2)[C:24](=[O:30])[O:25][C:26]([CH3:29])([CH3:28])[CH3:27])[CH:22]=[CH:21][CH:20]=[CH:19][CH:18]=1. The catalyst is C1(C)C=CC=CC=1.O.CO.CO. The product is [CH:15]([C:13]1[N:14]=[C:9]([C:33]2[CH:34]=[CH:35][CH:36]=[CH:37][C:32]=2[CH2:31][N:23]([C:17]2[CH:22]=[CH:21][CH:20]=[CH:19][CH:18]=2)[C:24](=[O:30])[O:25][C:26]([CH3:29])([CH3:28])[CH3:27])[CH:10]=[CH:11][CH:12]=1)=[O:16]. The yield is 8.40.